From a dataset of Catalyst prediction with 721,799 reactions and 888 catalyst types from USPTO. Predict which catalyst facilitates the given reaction. Reactant: [OH:1][C@@H:2]([C:27]([CH3:35])([C:29]1[CH:34]=[CH:33][CH:32]=[CH:31][CH:30]=1)[CH3:28])[C:3]([NH:5][C@@H:6]([C:23]([CH3:26])([CH3:25])[CH3:24])[C:7]([N:9]([CH3:22])[C@@H:10]([CH:19]([CH3:21])[CH3:20])/[CH:11]=[C:12](\[CH3:18])/[C:13]([O:15]CC)=[O:14])=[O:8])=[O:4].O[C@H](C(C)(C1C=CC=CC=1)C)C(N[C@@H](C(C)(C)C)C(N(C)[C@@H](C(C)C)/C=C(\C)/C(OCC)=O)=O)=O.O.O.[OH-].[Li+]. Product: [OH:1][C@@H:2]([C:27]([CH3:35])([C:29]1[CH:30]=[CH:31][CH:32]=[CH:33][CH:34]=1)[CH3:28])[C:3]([NH:5][C@H:6]([C:7]([N:9]([CH3:22])[C@@H:10]([CH:19]([CH3:21])[CH3:20])/[CH:11]=[C:12](\[CH3:18])/[C:13]([OH:15])=[O:14])=[O:8])[C:23]([CH3:24])([CH3:25])[CH3:26])=[O:4]. The catalyst class is: 111.